This data is from Reaction yield outcomes from USPTO patents with 853,638 reactions. The task is: Predict the reaction yield, written as a fraction of the theoretical maximum amount of product (1.0 means a 100% yield; for example, 0.34 means a 34% yield). (1) The reactants are I[C:2]1[N:7]=[N:6][C:5]([NH:8][C:9](=[O:22])[CH2:10][C:11]2[CH:16]=[CH:15][CH:14]=[C:13]([O:17][C:18]([F:21])([F:20])[F:19])[CH:12]=2)=[CH:4][CH:3]=1.[CH2:23]([C:27]1[S:31][C:30]([C:32]([NH:34][CH2:35][CH2:36][O:37][CH3:38])=[O:33])=[N:29][N:28]=1)[CH2:24][C:25]#[CH:26]. The catalyst is CN(C=O)C.O.Cl[Pd](Cl)([P](C1C=CC=CC=1)(C1C=CC=CC=1)C1C=CC=CC=1)[P](C1C=CC=CC=1)(C1C=CC=CC=1)C1C=CC=CC=1.[Cu]I. The product is [CH3:38][O:37][CH2:36][CH2:35][NH:34][C:32]([C:30]1[S:31][C:27]([CH2:23][CH2:24][C:25]#[C:26][C:2]2[N:7]=[N:6][C:5]([NH:8][C:9](=[O:22])[CH2:10][C:11]3[CH:16]=[CH:15][CH:14]=[C:13]([O:17][C:18]([F:21])([F:20])[F:19])[CH:12]=3)=[CH:4][CH:3]=2)=[N:28][N:29]=1)=[O:33]. The yield is 0.540. (2) The reactants are [NH2:1][C:2]1[N:7]=[CH:6][C:5]([C:8]2[CH:16]=[CH:15][C:11]([C:12]([OH:14])=O)=[CH:10][CH:9]=2)=[CH:4][C:3]=1[O:17][CH2:18][C:19]1[C:24]([Cl:25])=[CH:23][CH:22]=[CH:21][C:20]=1[Cl:26].C1C=CC2N(O)N=NC=2C=1.C(Cl)CCl.[CH2:41]([N:43]([CH2:47][CH3:48])[CH2:44][CH2:45][NH2:46])[CH3:42]. The product is [NH2:1][C:2]1[N:7]=[CH:6][C:5]([C:8]2[CH:9]=[CH:10][C:11]([C:12]([NH:46][CH2:45][CH2:44][N:43]([CH2:47][CH3:48])[CH2:41][CH3:42])=[O:14])=[CH:15][CH:16]=2)=[CH:4][C:3]=1[O:17][CH2:18][C:19]1[C:24]([Cl:25])=[CH:23][CH:22]=[CH:21][C:20]=1[Cl:26]. The yield is 0.720. The catalyst is CN(C=O)C.CCOC(C)=O. (3) The reactants are Br[C:2]1[CH:3]=[CH:4][C:5](Cl)=[N:6][CH:7]=1.[F:9][C:10]([F:17])([F:16])[C:11](OCC)=[O:12].Cl.C(=O)([O-])[O-].[K+].[K+].[CH2:25]([N:27](CC)CC)C. The catalyst is O1CCCC1.[N+](C)([O-])=O.[C].[Pd]. The product is [NH2:27][CH2:25][C:11]([C:2]1[CH:7]=[N:6][CH:5]=[CH:4][CH:3]=1)([OH:12])[C:10]([F:17])([F:16])[F:9]. The yield is 0.310. (4) The reactants are [Br:1][C:2]1[CH:9]=[CH:8][CH:7]=[CH:6][C:3]=1C=O.[CH:10](OC)([O:13][CH3:14])[O:11][CH3:12]. The catalyst is C12(CS(O)(=O)=O)C(C)(C)C(CC1)CC2=O.CO. The product is [Br:1][C:2]1[CH:9]=[CH:8][CH:7]=[CH:6][C:3]=1[CH:10]([O:13][CH3:14])[O:11][CH3:12]. The yield is 0.940.